This data is from Full USPTO retrosynthesis dataset with 1.9M reactions from patents (1976-2016). The task is: Predict the reactants needed to synthesize the given product. Given the product [C:29]([NH:1][C:2]1[CH:7]=[CH:6][C:5]([N:8]2[CH2:13][CH2:12][O:11][C@H:10]([C@@H:14]([OH:26])[C:15]([NH:17][C:18]3[CH:23]=[CH:22][C:21]([C:24]#[N:25])=[CH:20][CH:19]=3)=[O:16])[C:9]2=[O:27])=[CH:4][CH:3]=1)(=[O:28])[NH2:30], predict the reactants needed to synthesize it. The reactants are: [NH2:1][C:2]1[CH:7]=[CH:6][C:5]([N:8]2[CH2:13][CH2:12][O:11][C@H:10]([C@@H:14]([OH:26])[C:15]([NH:17][C:18]3[CH:23]=[CH:22][C:21]([C:24]#[N:25])=[CH:20][CH:19]=3)=[O:16])[C:9]2=[O:27])=[CH:4][CH:3]=1.[O-:28][C:29]#[N:30].[K+].